Dataset: Forward reaction prediction with 1.9M reactions from USPTO patents (1976-2016). Task: Predict the product of the given reaction. Given the reactants [F:1][C:2]1[CH:21]=[C:20]([F:22])[CH:19]=[CH:18][C:3]=1[O:4][CH:5]1[CH2:10][CH2:9][N:8](C(OC(C)(C)C)=O)[CH2:7][CH2:6]1, predict the reaction product. The product is: [F:1][C:2]1[CH:21]=[C:20]([F:22])[CH:19]=[CH:18][C:3]=1[O:4][CH:5]1[CH2:6][CH2:7][NH:8][CH2:9][CH2:10]1.